This data is from Reaction yield outcomes from USPTO patents with 853,638 reactions. The task is: Predict the reaction yield, written as a fraction of the theoretical maximum amount of product (1.0 means a 100% yield; for example, 0.34 means a 34% yield). (1) The reactants are [N+:1]([C:4]1[CH:15]=[CH:14][C:7]([CH2:8][C@@H:9]([C:11]([OH:13])=[O:12])[NH2:10])=[CH:6][CH:5]=1)([O-:3])=[O:2].S(Cl)([Cl:18])=O.[CH2:20](O)[CH3:21]. No catalyst specified. The product is [ClH:18].[CH2:20]([O:12][C:11](=[O:13])[C@H:9]([CH2:8][C:7]1[CH:6]=[CH:5][C:4]([N+:1]([O-:3])=[O:2])=[CH:15][CH:14]=1)[NH2:10])[CH3:21]. The yield is 1.00. (2) The reactants are [Cl:1][C:2]1[CH:3]=[C:4]([CH:29]=[CH:30][C:31]=1[O:32][CH:33]([CH3:35])[CH3:34])[C:5]([NH:7][C@H:8]([CH2:26][CH2:27][OH:28])[CH2:9][C:10]1[CH:15]=[CH:14][C:13]([C:16]2[N:17]=[C:18]([C:22](=NO)[CH3:23])[N:19]([CH3:21])[CH:20]=2)=[CH:12][CH:11]=1)=[O:6].[C:36]([O-:39])([O-])=O.[K+].[K+].[C:42](C(N)CBr)(OC(C)(C)C)=[O:43]. The catalyst is CN(C=O)C.O. The product is [Cl:1][C:2]1[CH:3]=[C:4]([CH:29]=[CH:30][C:31]=1[O:32][CH:33]([CH3:34])[CH3:35])[C:5]([NH:7][C@H:8]([CH2:26][CH2:27][OH:28])[CH2:9][C:10]1[CH:15]=[CH:14][C:13]([C:16]2[N:17]=[C:18]([C:22]3([CH3:23])[O:39][CH2:36][CH2:42][O:43]3)[N:19]([CH3:21])[CH:20]=2)=[CH:12][CH:11]=1)=[O:6]. The yield is 0.550. (3) The reactants are [NH2:1][C:2]1[CH:7]=[C:6]([CH2:8][NH:9][C:10]2[CH:28]=[CH:27][CH:26]=[CH:25][C:11]=2[C:12]([NH:14][C:15]2[CH:20]=[CH:19][CH:18]=[C:17]([C:21]([F:24])([F:23])[F:22])[CH:16]=2)=[O:13])[CH:5]=[CH:4][N:3]=1.[CH3:29][S:30](Cl)(=[O:32])=[O:31].C(N(CC)CC)C. The catalyst is ClCCl. The product is [CH3:29][S:30]([N:1]([S:30]([CH3:29])(=[O:32])=[O:31])[C:2]1[CH:7]=[C:6]([CH2:8][NH:9][C:10]2[CH:28]=[CH:27][CH:26]=[CH:25][C:11]=2[C:12]([NH:14][C:15]2[CH:20]=[CH:19][CH:18]=[C:17]([C:21]([F:22])([F:24])[F:23])[CH:16]=2)=[O:13])[CH:5]=[CH:4][N:3]=1)(=[O:32])=[O:31]. The yield is 0.300. (4) The reactants are [CH3:1][O:2][C:3](=[O:16])[CH:4]=[CH:5][C:6]1[CH:11]=[CH:10][CH:9]=[C:8]([S:12](Cl)(=[O:14])=[O:13])[CH:7]=1.[CH2:17]([NH2:27])[C:18]1[CH:26]=[CH:25][C:24]2[O:23][CH2:22][O:21][C:20]=2[CH:19]=1.C([O-])(O)=O.[Na+]. The catalyst is O1CCOCC1.O. The product is [CH3:1][O:2][C:3](=[O:16])[CH:4]=[CH:5][C:6]1[CH:11]=[CH:10][CH:9]=[C:8]([S:12](=[O:14])(=[O:13])[NH:27][CH2:17][C:18]2[CH:26]=[CH:25][C:24]3[O:23][CH2:22][O:21][C:20]=3[CH:19]=2)[CH:7]=1. The yield is 0.810. (5) The reactants are O=[C:2]1[N:10]2[C:6]([NH:7][C:8]3[CH:14]=[CH:13][CH:12]=[CH:11][C:9]=32)=[C:5]([C:15]#[N:16])[CH:4]=[C:3]1[C:17]1[CH:22]=[CH:21][CH:20]=[CH:19][CH:18]=1.P(Cl)(Cl)([Cl:25])=O. No catalyst specified. The product is [Cl:25][C:2]1[N:10]2[C:6](=[N:7][C:8]3[CH:14]=[CH:13][CH:12]=[CH:11][C:9]=32)[C:5]([C:15]#[N:16])=[CH:4][C:3]=1[C:17]1[CH:22]=[CH:21][CH:20]=[CH:19][CH:18]=1. The yield is 0.740.